This data is from Forward reaction prediction with 1.9M reactions from USPTO patents (1976-2016). The task is: Predict the product of the given reaction. (1) Given the reactants FC(F)(F)S(O[C:7]1[C:11]2[C:12]([O:16][CH3:17])=[N:13][CH:14]=[CH:15][C:10]=2[N:9]([CH:18]2[CH2:22][CH2:21][CH2:20][CH2:19]2)[N:8]=1)(=O)=O.CC1(C)C(C)(C)OB([C:33]2[CH:38]=[CH:37][C:36]([CH2:39][C:40]#[N:41])=[CH:35][CH:34]=2)O1.C(=O)([O-])[O-].[Na+].[Na+].O, predict the reaction product. The product is: [CH:18]1([N:9]2[C:10]3[CH:15]=[CH:14][N:13]=[C:12]([O:16][CH3:17])[C:11]=3[C:7]([C:33]3[CH:38]=[CH:37][C:36]([CH2:39][C:40]#[N:41])=[CH:35][CH:34]=3)=[N:8]2)[CH2:22][CH2:21][CH2:20][CH2:19]1. (2) Given the reactants [CH:1]1[C:14]2[CH2:13][C:12]3[C:7](=[CH:8][CH:9]=[CH:10][CH:11]=3)[S:6][C:5]=2[CH:4]=[CH:3][CH:2]=1.[Li]CCCC.[C:20](=[O:22])=[O:21], predict the reaction product. The product is: [CH:1]1[C:14]2[CH:13]([C:20]([OH:22])=[O:21])[C:12]3[C:7](=[CH:8][CH:9]=[CH:10][CH:11]=3)[S:6][C:5]=2[CH:4]=[CH:3][CH:2]=1. (3) Given the reactants [Cl:1][C:2]1[CH:7]=[CH:6][C:5]([CH2:8][CH2:9][NH2:10])=[CH:4][CH:3]=1.Cl[C:12]1[CH:17]=[C:16]([C:18]2[CH:26]=[CH:25][CH:24]=[C:23]3[C:19]=2[CH:20]=[CH:21][NH:22]3)[N:15]=[C:14]([NH2:27])[N:13]=1, predict the reaction product. The product is: [Cl:1][C:2]1[CH:7]=[CH:6][C:5]([CH2:8][CH2:9][NH:10][C:12]2[CH:17]=[C:16]([C:18]3[CH:26]=[CH:25][CH:24]=[C:23]4[C:19]=3[CH:20]=[CH:21][NH:22]4)[N:15]=[C:14]([NH2:27])[N:13]=2)=[CH:4][CH:3]=1. (4) Given the reactants [Cl:1][C:2]1[CH:3]=[C:4]([CH2:10][CH2:11][C:12]2([CH:20]3[CH2:24][CH2:23][CH2:22][CH2:21]3)[O:17][C:16](=[O:18])[CH2:15][C:14](=[O:19])[CH2:13]2)[CH:5]=[CH:6][C:7]=1[O:8][CH3:9].P([O-])(O)(O)=O.[Na+].C(NC1C=CC(S([N:44]=[N+:45]=[N-])(=O)=O)=CC=1)(=O)C, predict the reaction product. The product is: [Cl:1][C:2]1[CH:3]=[C:4]([CH2:10][CH2:11][C:12]2([CH:20]3[CH2:24][CH2:23][CH2:22][CH2:21]3)[O:17][C:16](=[O:18])[C:15](=[N+:44]=[N-:45])[C:14](=[O:19])[CH2:13]2)[CH:5]=[CH:6][C:7]=1[O:8][CH3:9]. (5) Given the reactants [Cl:1][C:2]1[C:7]([Cl:8])=[CH:6][CH:5]=[CH:4][C:3]=1[N:9]1[CH2:14][CH2:13][N:12]([CH2:15][CH2:16][CH2:17][CH:18]=[CH:19][C:20]2[N:29]=[C:28]3[C:23]([C:24]([CH3:31])=[CH:25][C:26](=[O:30])[NH:27]3)=[CH:22][CH:21]=2)[CH2:11][CH2:10]1, predict the reaction product. The product is: [Cl:1][C:2]1[C:7]([Cl:8])=[CH:6][CH:5]=[CH:4][C:3]=1[N:9]1[CH2:14][CH2:13][N:12]([CH2:15][CH2:16][CH2:17][CH2:18][CH2:19][C:20]2[N:29]=[C:28]3[C:23]([C:24]([CH3:31])=[CH:25][C:26](=[O:30])[NH:27]3)=[CH:22][CH:21]=2)[CH2:11][CH2:10]1. (6) Given the reactants [H-].[Na+].[CH:3]1([CH2:6][OH:7])[CH2:5][CH2:4]1.F[C:9]1[C:18]([CH3:19])=[CH:17][C:12]([C:13]([O:15]C)=[O:14])=[CH:11][N:10]=1.[OH-].[Na+].Cl, predict the reaction product. The product is: [CH:3]1([CH2:6][O:7][C:9]2[C:18]([CH3:19])=[CH:17][C:12]([C:13]([OH:15])=[O:14])=[CH:11][N:10]=2)[CH2:5][CH2:4]1. (7) Given the reactants CS(O[CH2:6][CH2:7][N:8]1[CH:12]=[C:11]([C:13]2[CH:18]=[C:17]([C:19]([O:21]C)=[O:20])[CH:16]=[CH:15][N:14]=2)[N:10]=[CH:9]1)(=O)=O.[Cl:23][C:24]1[CH:25]=[C:26]([CH:32]=[CH:33][C:34]=1[Cl:35])[CH2:27][NH:28][CH:29]1[CH2:31][CH2:30]1, predict the reaction product. The product is: [CH:29]1([N:28]([CH2:27][C:26]2[CH:32]=[CH:33][C:34]([Cl:35])=[C:24]([Cl:23])[CH:25]=2)[CH2:6][CH2:7][N:8]2[CH:12]=[C:11]([C:13]3[CH:18]=[C:17]([C:19]([OH:21])=[O:20])[CH:16]=[CH:15][N:14]=3)[N:10]=[CH:9]2)[CH2:30][CH2:31]1. (8) Given the reactants [CH3:1][CH2:2][O:3][C:4]([C:6]1[NH:7][C:8]2[C:13]([CH:14]=1)=[CH:12][C:11]([C:15]([OH:17])=O)=[CH:10][CH:9]=2)=[O:5].[C:18]([O:22][C:23]([N:25]1[CH2:31][CH2:30][CH2:29][NH:28][CH2:27][CH2:26]1)=[O:24])([CH3:21])([CH3:20])[CH3:19].Cl.C(N=C=NCCCN(C)C)C, predict the reaction product. The product is: [CH2:2]([O:3][C:4]([C:6]1[NH:7][C:8]2[C:13]([CH:14]=1)=[CH:12][C:11]([C:15]([N:28]1[CH2:29][CH2:30][CH2:31][N:25]([C:23]([O:22][C:18]([CH3:21])([CH3:20])[CH3:19])=[O:24])[CH2:26][CH2:27]1)=[O:17])=[CH:10][CH:9]=2)=[O:5])[CH3:1].